From a dataset of Forward reaction prediction with 1.9M reactions from USPTO patents (1976-2016). Predict the product of the given reaction. (1) The product is: [Cl:8][C:9]1[C:17]2[C:12](=[CH:13][CH:14]=[CH:15][C:16]=2[N+:18]([O-:20])=[O:19])[N:11]([C:26]([O:25][C:22]([CH3:24])([CH3:23])[CH3:21])=[O:27])[N:10]=1. Given the reactants C(N(CC)CC)C.[Cl:8][C:9]1[C:17]2[C:12](=[CH:13][CH:14]=[CH:15][C:16]=2[N+:18]([O-:20])=[O:19])[NH:11][N:10]=1.[CH3:21][C:22]([O:25][C:26](O[C:26]([O:25][C:22]([CH3:24])([CH3:23])[CH3:21])=[O:27])=[O:27])([CH3:24])[CH3:23], predict the reaction product. (2) Given the reactants [CH2:1]([O:3][C:4]([C@@H:6]1[CH2:10][C:9](=[O:11])[CH2:8][C@H:7]1[C:12](=[O:19])[NH:13][C:14]1([C:17]#[N:18])[CH2:16][CH2:15]1)=[O:5])[CH3:2].[BH4-].[Na+], predict the reaction product. The product is: [CH2:1]([O:3][C:4]([C@@H:6]1[CH2:10][CH:9]([OH:11])[CH2:8][C@H:7]1[C:12](=[O:19])[NH:13][C:14]1([C:17]#[N:18])[CH2:16][CH2:15]1)=[O:5])[CH3:2]. (3) Given the reactants CC1[S:6][C:5]([C:7]2[C:16]3[C:11](=[CH:12][CH:13]=[C:14](Br)[CH:15]=3)[C:10]([CH3:19])(C)[CH2:9][CH:8]=2)=CC=1.[Li][C:21](C)(C)[CH3:22].[CH3:25]CCCC.CN([CH:33]=[O:34])C.C(=O)=O.[CH2:38]1[CH2:42]O[CH2:40][CH2:39]1, predict the reaction product. The product is: [CH3:40][C:39]1[S:6][C:5]([C:7]2[C:16]3[C:11](=[CH:10][CH:19]=[C:25]([CH:33]=[O:34])[CH:15]=3)[C:12]([CH2:13][CH3:14])([CH2:21][CH3:22])[CH2:9][CH:8]=2)=[CH:42][CH:38]=1. (4) Given the reactants [C:1]([O:5][C:6](=[O:36])[NH:7][C@@H:8]([CH2:26][C:27]1[C:35]2[C:30](=[CH:31][CH:32]=[CH:33][CH:34]=2)[NH:29][CH:28]=1)[CH2:9][O:10][C:11]1[CH:12]=[N:13][CH:14]=[C:15]([C:17]2[CH:22]=[CH:21][C:20](F)=[C:19]([C:24]#[N:25])[CH:18]=2)[CH:16]=1)([CH3:4])([CH3:3])[CH3:2].[NH2:37][NH2:38], predict the reaction product. The product is: [C:1]([O:5][C:6](=[O:36])[NH:7][C@@H:8]([CH2:26][C:27]1[C:35]2[C:30](=[CH:31][CH:32]=[CH:33][CH:34]=2)[NH:29][CH:28]=1)[CH2:9][O:10][C:11]1[CH:12]=[N:13][CH:14]=[C:15]([C:17]2[CH:18]=[C:19]3[C:20](=[CH:21][CH:22]=2)[NH:38][N:37]=[C:24]3[NH2:25])[CH:16]=1)([CH3:4])([CH3:2])[CH3:3]. (5) Given the reactants [O:1]=[C:2]1[CH2:6][CH2:5][CH2:4][CH:3]1[C:7]([O:9][CH2:10][CH3:11])=[O:8].C(=O)([O-])[O-].[K+].[K+].[CH2:18](I)[CH3:19], predict the reaction product. The product is: [CH2:18]([C:3]1([C:7]([O:9][CH2:10][CH3:11])=[O:8])[CH2:4][CH2:5][CH2:6][C:2]1=[O:1])[CH3:19]. (6) Given the reactants [CH2:1]([O:3][C:4](=[O:35])[C:5]1[CH:10]=[CH:9][CH:8]=[C:7]([O:11][C:12]2[CH:17]=[C:16]([NH:18][CH2:19][CH2:20][C:21]3[CH:26]=[CH:25][C:24]([O:27][CH3:28])=[C:23]([O:29][CH3:30])[CH:22]=3)[N:15]=[C:14](S(C)(=O)=O)[N:13]=2)[CH:6]=1)C.[CH3:36][O-:37].[Na+], predict the reaction product. The product is: [CH3:1][O:3][C:4](=[O:35])[C:5]1[CH:10]=[CH:9][CH:8]=[C:7]([O:11][C:12]2[CH:17]=[C:16]([NH:18][CH2:19][CH2:20][C:21]3[CH:26]=[CH:25][C:24]([O:27][CH3:28])=[C:23]([O:29][CH3:30])[CH:22]=3)[N:15]=[C:14]([O:37][CH3:36])[N:13]=2)[CH:6]=1. (7) The product is: [CH2:37]([O:39][C:40](=[O:77])[CH2:41][O:42][C:43]1[CH:48]=[CH:47][C:46]([S:49][C:50]2[CH:55]=[C:54]([C:56]#[C:57][C:58]3[CH:59]=[CH:60][CH:61]=[CH:62][CH:63]=3)[CH:53]=[C:52]([O:66][CH2:67][CH:68]3[CH2:72][CH2:71][CH2:70][CH2:69]3)[CH:51]=2)=[CH:45][C:44]=1[CH3:76])[CH3:38]. Given the reactants C(OC(=O)COC1C=CC(SC2C=C(OC3CCCC3)C=C(Br)C=2)=CC=1C)C.C1(C#C)C=CC=CC=1.[CH2:37]([O:39][C:40](=[O:77])[CH2:41][O:42][C:43]1[CH:48]=[CH:47][C:46]([S:49][C:50]2[CH:55]=[C:54]([C:56]#[C:57][C:58]3[CH:63]=[CH:62][C:61](CO)=[CH:60][CH:59]=3)[CH:53]=[C:52]([O:66][CH2:67][CH2:68][C:69]3C=C[C:72](Cl)=[CH:71][CH:70]=3)[CH:51]=2)=[CH:45][C:44]=1[CH3:76])[CH3:38], predict the reaction product. (8) Given the reactants [NH2:1][C:2]1[CH:9]=[CH:8][CH:7]=[CH:6][C:3]=1[C:4]#[N:5].C1C(=O)N([Br:17])C(=O)C1.O, predict the reaction product. The product is: [NH2:1][C:2]1[CH:9]=[CH:8][C:7]([Br:17])=[CH:6][C:3]=1[C:4]#[N:5].